This data is from Reaction yield outcomes from USPTO patents with 853,638 reactions. The task is: Predict the reaction yield, written as a fraction of the theoretical maximum amount of product (1.0 means a 100% yield; for example, 0.34 means a 34% yield). (1) The reactants are [NH2:1][CH:2]1[CH2:7][CH2:6][O:5][CH2:4][CH2:3]1.CC(C)([O-])C.[Na+].Br[C:15]1[CH:22]=[C:21]([N:23]2[C:31]3[CH2:30][C:29]([CH3:33])([CH3:32])[CH2:28][C:27](=[O:34])[C:26]=3[C:25]([CH:35]([F:37])[F:36])=[N:24]2)[CH:20]=[CH:19][C:16]=1[C:17]#[N:18]. The catalyst is C1(C)C=CC=CC=1.O.C(OCC)(=O)C.C([O-])(=O)C.[Pd+2].C([O-])(=O)C.C1(P(C2C=CC=CC=2)[C-]2C=CC=C2)C=CC=CC=1.[C-]1(P(C2C=CC=CC=2)C2C=CC=CC=2)C=CC=C1.[Fe+2]. The product is [CH3:32][C:29]1([CH3:33])[CH2:30][C:31]2[N:23]([C:21]3[CH:22]=[CH:15][C:16]([C:17]#[N:18])=[C:19]([NH:1][CH:2]4[CH2:7][CH2:6][O:5][CH2:4][CH2:3]4)[CH:20]=3)[N:24]=[C:25]([CH:35]([F:36])[F:37])[C:26]=2[C:27](=[O:34])[CH2:28]1. The yield is 0.650. (2) The reactants are CO[C:3]([C:5]1[CH:6]=[C:7]2[C:15](=[CH:16][CH:17]=1)[NH:14][C:13]1[C:12](=[O:18])[NH:11][CH:10]([CH2:19]O)[CH2:9][C:8]2=1)=[O:4].[C-:21]#[N:22].[Na+]. The catalyst is CCOC(C)=O. The yield is 0.650. The product is [N:22]1[CH:6]=[CH:7][CH:8]=[C:13]([NH:14][C:3]([C:5]2[CH:6]=[C:7]3[C:15](=[CH:16][CH:17]=2)[NH:14][C:13]2[C:12](=[O:18])[NH:11][CH:10]([CH2:19][CH2:9][C:10]#[N:11])[CH2:9][C:8]3=2)=[O:4])[CH:21]=1. (3) The reactants are N(C(N1CCCCC1)=O)=NC(N1CCCCC1)=O.[CH2:19]([O:21][C:22](=[O:35])[CH:23]([O:32][CH2:33][CH3:34])[CH2:24][C:25]1[CH:30]=[CH:29][C:28]([OH:31])=[CH:27][CH:26]=1)[CH3:20].[CH2:36]([O:43][C:44]1[CH:49]=[CH:48][C:47]([CH2:50][CH2:51]O)=[CH:46][CH:45]=1)[C:37]1[CH:42]=[CH:41][CH:40]=[CH:39][CH:38]=1.C1(P(C2C=CC=CC=2)C2C=CC=CC=2)C=CC=CC=1. The catalyst is ClCCl. The product is [CH2:19]([O:21][C:22](=[O:35])[CH:23]([O:32][CH2:33][CH3:34])[CH2:24][C:25]1[CH:26]=[CH:27][C:28]([O:31][CH2:51][CH2:50][C:47]2[CH:48]=[CH:49][C:44]([O:43][CH2:36][C:37]3[CH:42]=[CH:41][CH:40]=[CH:39][CH:38]=3)=[CH:45][CH:46]=2)=[CH:29][CH:30]=1)[CH3:20]. The yield is 0.750. (4) The reactants are [F:1][C:2]1[CH:7]=[C:6](I)[CH:5]=[CH:4][C:3]=1[N:9]1[CH:14]=[C:13]([O:15][CH3:16])[C:12](=[O:17])[C:11]([C:18]2[N:22]([C:23]3[CH:28]=[CH:27][CH:26]=[CH:25][CH:24]=3)[N:21]=[CH:20][CH:19]=2)=[N:10]1.C([Sn](CCCC)(CCCC)[C:34]1[O:35][CH:36]=[CH:37][N:38]=1)CCC. The catalyst is O1CCOCC1.C([O-])(O)=O.[Na+].C1C=CC([P]([Pd]([P](C2C=CC=CC=2)(C2C=CC=CC=2)C2C=CC=CC=2)([P](C2C=CC=CC=2)(C2C=CC=CC=2)C2C=CC=CC=2)[P](C2C=CC=CC=2)(C2C=CC=CC=2)C2C=CC=CC=2)(C2C=CC=CC=2)C2C=CC=CC=2)=CC=1. The product is [F:1][C:2]1[CH:7]=[C:6]([C:34]2[O:35][CH:36]=[CH:37][N:38]=2)[CH:5]=[CH:4][C:3]=1[N:9]1[CH:14]=[C:13]([O:15][CH3:16])[C:12](=[O:17])[C:11]([C:18]2[N:22]([C:23]3[CH:28]=[CH:27][CH:26]=[CH:25][CH:24]=3)[N:21]=[CH:20][CH:19]=2)=[N:10]1. The yield is 0.530. (5) The reactants are [CH3:1][S:2][C:3]1[N:8]=[C:7]([C:9]2[S:13][C:12]([S:14](Cl)(=[O:16])=[O:15])=[CH:11][CH:10]=2)[CH:6]=[CH:5][N:4]=1.[NH2:18][C:19]1[CH:20]=[C:21]([CH:25]=[CH:26][CH:27]=1)[C:22]([OH:24])=[O:23]. No catalyst specified. The product is [CH3:1][S:2][C:3]1[N:8]=[C:7]([C:9]2[S:13][C:12]([S:14]([NH:18][C:19]3[CH:20]=[C:21]([CH:25]=[CH:26][CH:27]=3)[C:22]([OH:24])=[O:23])(=[O:16])=[O:15])=[CH:11][CH:10]=2)[CH:6]=[CH:5][N:4]=1. The yield is 0.780.